Dataset: Full USPTO retrosynthesis dataset with 1.9M reactions from patents (1976-2016). Task: Predict the reactants needed to synthesize the given product. The reactants are: [Br:1][C:2]1[N:3]([CH2:21][CH2:22][OH:23])[C:4]2[C:9]([C:10]=1[CH:11]1[CH2:16][CH2:15][CH2:14][CH2:13][CH2:12]1)=[CH:8][CH:7]=[C:6]([C:17]([O:19][CH3:20])=[O:18])[CH:5]=2.C(N(CC)CC)C.[CH3:31][S:32](Cl)(=[O:34])=[O:33].O. Given the product [Br:1][C:2]1[N:3]([CH2:21][CH2:22][O:23][S:32]([CH3:31])(=[O:34])=[O:33])[C:4]2[C:9]([C:10]=1[CH:11]1[CH2:16][CH2:15][CH2:14][CH2:13][CH2:12]1)=[CH:8][CH:7]=[C:6]([C:17]([O:19][CH3:20])=[O:18])[CH:5]=2, predict the reactants needed to synthesize it.